Predict the reactants needed to synthesize the given product. From a dataset of Full USPTO retrosynthesis dataset with 1.9M reactions from patents (1976-2016). (1) Given the product [CH3:16][O:5][C:4](=[O:6])[C:3]1[CH:7]=[CH:8][CH:9]=[C:10]([N+:11]([O-:13])=[O:12])[C:2]=1[NH2:1], predict the reactants needed to synthesize it. The reactants are: [NH2:1][C:2]1[C:10]([N+:11]([O-:13])=[O:12])=[CH:9][CH:8]=[CH:7][C:3]=1[C:4]([OH:6])=[O:5].[N+](=[CH2:16])=[N-]. (2) Given the product [N:23]([CH2:13][CH:12]([NH:11][C:9](=[O:10])[O:8][CH2:1][C:2]1[CH:7]=[CH:6][CH:5]=[CH:4][CH:3]=1)[CH2:19][CH:20]([CH3:22])[CH3:21])=[N+:24]=[N-:25], predict the reactants needed to synthesize it. The reactants are: [CH2:1]([O:8][C:9]([NH:11][CH:12]([CH2:19][CH:20]([CH3:22])[CH3:21])[CH2:13]CS([O-])(=O)=O)=[O:10])[C:2]1[CH:7]=[CH:6][CH:5]=[CH:4][CH:3]=1.[N-:23]=[N+:24]=[N-:25].[Na+].C(OCC)(=O)C.O. (3) Given the product [CH3:25][O:24][C:22]([C:21]1[CH:20]=[CH:19][C:18]([CH2:17][CH2:16][C:13]2[CH:12]=[CH:11][C:10]([NH:9][C:7]([C:6]3[C:5]4[CH2:28][CH2:29][CH2:30][CH2:31][C:4]=4[S:3][C:2]=3[NH:1][C:49]([C:48]3[CH:47]=[C:46]([S:43]([N:42]([CH2:55][CH2:56][CH3:57])[C:39]4[CH:38]=[CH:37][C:36]([C:34]([O:33][CH3:32])=[O:35])=[CH:41][N:40]=4)(=[O:45])=[O:44])[CH:54]=[CH:53][CH:52]=3)=[O:50])=[O:8])=[CH:15][CH:14]=2)=[CH:27][CH:26]=1)=[O:23], predict the reactants needed to synthesize it. The reactants are: [NH2:1][C:2]1[S:3][C:4]2[CH2:31][CH2:30][CH2:29][CH2:28][C:5]=2[C:6]=1[C:7]([NH:9][C:10]1[CH:15]=[CH:14][C:13]([CH2:16][CH2:17][C:18]2[CH:27]=[CH:26][C:21]([C:22]([O:24][CH3:25])=[O:23])=[CH:20][CH:19]=2)=[CH:12][CH:11]=1)=[O:8].[CH3:32][O:33][C:34]([C:36]1[CH:37]=[CH:38][C:39]([N:42]([CH2:55][CH2:56][CH3:57])[S:43]([C:46]2[CH:47]=[C:48]([CH:52]=[CH:53][CH:54]=2)[C:49](O)=[O:50])(=[O:45])=[O:44])=[N:40][CH:41]=1)=[O:35].CN(C(ON1N=NC2C=CC=NC1=2)=[N+](C)C)C.F[P-](F)(F)(F)(F)F.C(N(C(C)C)C(C)C)C.